From a dataset of Kir2.1 potassium channel HTS with 301,493 compounds. Binary Classification. Given a drug SMILES string, predict its activity (active/inactive) in a high-throughput screening assay against a specified biological target. (1) The molecule is S(=O)(=O)(N1CCCCC1)c1c(ccc(NC(=O)COC(=O)C2C3CC(C2)C=C3)c1)C. The result is 0 (inactive). (2) The drug is Brc1c(S(=O)(=O)N2CCN(CC2)C(=O)CCc2[nH]c3c(c(=O)n2)cccc3)cccc1. The result is 0 (inactive). (3) The compound is Brc1c(n(nc1[N+]([O-])=O)CC(=O)N1CCc2c(C1)cccc2)C. The result is 0 (inactive). (4) The drug is N1(CCCC1)c1ccc(cc1)/C=C(/C#N)C#N. The result is 0 (inactive). (5) The compound is S(CC(=O)Nc1c(Oc2ccccc2)cccc1)c1n(C)cnn1. The result is 0 (inactive). (6) The molecule is S(CC(=O)Nc1ccc(N2CCOCC2)cc1)c1n(c(nn1)COc1ccccc1)C. The result is 0 (inactive). (7) The molecule is S(=O)(=O)(N1C(CCC1)CNC(=O)C(=O)Nc1c(cccc1C)C)c1ccccc1. The result is 0 (inactive). (8) The drug is Clc1c(CC(=O)Nc2ccc(n3nnnc3)cc2)c(F)ccc1. The result is 0 (inactive). (9) The compound is o1c2c(c(CN3CCN(CC3)Cc3ccccc3)cc1=O)cc(c(c2)C)C. The result is 0 (inactive). (10) The drug is O1c2c(OC1)ccc(c2)/C=C\C(=N/NC(=O)c1cc([N+]([O-])=O)ccc1)C. The result is 0 (inactive).